From a dataset of Reaction yield outcomes from USPTO patents with 853,638 reactions. Predict the reaction yield, written as a fraction of the theoretical maximum amount of product (1.0 means a 100% yield; for example, 0.34 means a 34% yield). (1) The reactants are O.O.[Sn](Cl)(Cl)(Cl)Cl.[OH-].[Na+].[N:10]([CH2:13][CH2:14][CH2:15][N:16]1[C:20]([CH3:21])=[CH:19][C:18]2[CH:22]=[C:23]([C:25]([C:27]3[CH:32]=[CH:31][C:30]([O:33][CH3:34])=[CH:29][CH:28]=3)=[O:26])[S:24][C:17]1=2)=[N+]=[N-]. The catalyst is CCO. The product is [NH2:10][CH2:13][CH2:14][CH2:15][N:16]1[C:20]([CH3:21])=[CH:19][C:18]2[CH:22]=[C:23]([C:25]([C:27]3[CH:28]=[CH:29][C:30]([O:33][CH3:34])=[CH:31][CH:32]=3)=[O:26])[S:24][C:17]1=2. The yield is 0.940. (2) The reactants are [F:1][C:2]1[CH:7]=[CH:6][C:5]([C:8]2[S:9][C:10]([C:13]([C:15]3[CH:20]=[CH:19][N:18]=[CH:17][CH:16]=3)=[O:14])=[CH:11][N:12]=2)=[CH:4][CH:3]=1.[CH:21]([Mg]Br)([CH3:23])[CH3:22]. The catalyst is C1COCC1. The product is [F:1][C:2]1[CH:3]=[CH:4][C:5]([C:8]2[S:9][C:10]([C:13]([C:15]3[CH:16]=[CH:17][N:18]=[CH:19][CH:20]=3)([OH:14])[CH:21]([CH3:23])[CH3:22])=[CH:11][N:12]=2)=[CH:6][CH:7]=1. The yield is 0.200. (3) The reactants are [CH2:1]([N:3]([CH2:28][CH3:29])[CH2:4][CH2:5][CH2:6][NH:7][C:8]([NH:10][C:11]1[CH:16]=[C:15]([O:17][C:18]2[CH:23]=[CH:22][C:21]([N+:24]([O-])=O)=[CH:20][C:19]=2[CH3:27])[CH:14]=[CH:13][N:12]=1)=[O:9])[CH3:2].[Cl-].[NH4+].O.C(OCC)(=O)C. The catalyst is C(O)C.[Fe]. The product is [NH2:24][C:21]1[CH:22]=[CH:23][C:18]([O:17][C:15]2[CH:14]=[CH:13][N:12]=[C:11]([NH:10][C:8]([NH:7][CH2:6][CH2:5][CH2:4][N:3]([CH2:28][CH3:29])[CH2:1][CH3:2])=[O:9])[CH:16]=2)=[C:19]([CH3:27])[CH:20]=1. The yield is 0.150. (4) The reactants are Br[C:2]1[CH:8]=[CH:7][C:5]([NH2:6])=[CH:4][CH:3]=1.[F:9][C:10]([F:21])([F:20])[C:11]1[CH:16]=[CH:15][C:14](B(O)O)=[CH:13][CH:12]=1.C(=O)([O-])[O-].[K+].[K+]. The catalyst is COCCOC.O.C([O-])(=O)C.[Pd+2].C([O-])(=O)C. The product is [F:9][C:10]([F:21])([F:20])[C:11]1[CH:16]=[CH:15][C:14]([C:2]2[CH:8]=[CH:7][C:5]([NH2:6])=[CH:4][CH:3]=2)=[CH:13][CH:12]=1. The yield is 0.400. (5) The reactants are [NH2:1][C:2]1[O:6][N:5]=[C:4]([CH3:7])[C:3]=1[Br:8].[Cl:9][C:10]1[CH:15]=[C:14]([Cl:16])[C:13]([Cl:17])=[CH:12][C:11]=1[S:18](Cl)(=[O:20])=[O:19]. No catalyst specified. The yield is 0.670. The product is [Cl:9][C:10]1[CH:15]=[C:14]([Cl:16])[C:13]([Cl:17])=[CH:12][C:11]=1[S:18]([NH:1][C:2]1[O:6][N:5]=[C:4]([CH3:7])[C:3]=1[Br:8])(=[O:20])=[O:19]. (6) The reactants are [CH3:1][C:2]1[CH:7]=[CH:6][C:5]([C:8]([C:19]2[CH:24]=[CH:23][CH:22]=[CH:21][CH:20]=2)=[C:9]2[CH2:14][C:13]([CH3:16])([CH3:15])[CH2:12][C:11]([CH3:18])([CH3:17])[CH2:10]2)=[CH:4][C:3]=1[O:25][CH2:26][C:27](OCC)=[O:28].CC(C[AlH]CC(C)C)C.O. The catalyst is C1COCC1. The product is [CH3:1][C:2]1[CH:7]=[CH:6][C:5]([C:8]([C:19]2[CH:24]=[CH:23][CH:22]=[CH:21][CH:20]=2)=[C:9]2[CH2:14][C:13]([CH3:15])([CH3:16])[CH2:12][C:11]([CH3:18])([CH3:17])[CH2:10]2)=[CH:4][C:3]=1[O:25][CH2:26][CH2:27][OH:28]. The yield is 0.980. (7) The product is [CH:1]([C:4]1[C:8]([CH2:9][O:10][C:11]2[CH:15]=[C:14]([CH:16]=[O:17])[N:13]([CH3:18])[N:12]=2)=[CH:7][N:6]([C:19]2[CH:24]=[CH:23][C:22]([C:25]([F:26])([F:28])[F:27])=[CH:21][N:20]=2)[N:5]=1)([CH3:3])[CH3:2]. The catalyst is [O-2].[O-2].[Mn+4].O1CCCC1. The yield is 0.830. The reactants are [CH:1]([C:4]1[C:8]([CH2:9][O:10][C:11]2[CH:15]=[C:14]([CH2:16][OH:17])[N:13]([CH3:18])[N:12]=2)=[CH:7][N:6]([C:19]2[CH:24]=[CH:23][C:22]([C:25]([F:28])([F:27])[F:26])=[CH:21][N:20]=2)[N:5]=1)([CH3:3])[CH3:2]. (8) The reactants are [OH:1][C:2]1[CH:3]=[C:4]([NH:13][C:14](=[O:16])[CH3:15])[CH:5]=[CH:6][C:7]=1[CH:8](O)[CH2:9][CH2:10][CH3:11].OCC1(OC[C@@H](O)[C@@H](O)[C@H]1O)O. The catalyst is [Pd]. The product is [CH2:8]([C:7]1[CH:6]=[CH:5][C:4]([NH:13][C:14](=[O:16])[CH3:15])=[CH:3][C:2]=1[OH:1])[CH2:9][CH2:10][CH3:11]. The yield is 0.700. (9) The reactants are C1(P(C2C=CC=CC=2)C2C=CC=CC=2)C=CC=CC=1.[Br:20][C:21]([Br:24])(Br)Br.C(N(CC)CC)C.[C:32]([O:36][C:37](=[O:49])[N:38]([CH2:40][C@H:41]1[CH2:46][CH2:45][C@H:44]([CH:47]=O)[CH2:43][CH2:42]1)[CH3:39])([CH3:35])([CH3:34])[CH3:33]. The catalyst is C(Cl)Cl. The product is [C:32]([O:36][C:37](=[O:49])[N:38]([CH2:40][C@H:41]1[CH2:42][CH2:43][C@H:44]([CH:47]=[C:21]([Br:24])[Br:20])[CH2:45][CH2:46]1)[CH3:39])([CH3:35])([CH3:33])[CH3:34]. The yield is 0.610.